Dataset: Reaction yield outcomes from USPTO patents with 853,638 reactions. Task: Predict the reaction yield, written as a fraction of the theoretical maximum amount of product (1.0 means a 100% yield; for example, 0.34 means a 34% yield). (1) The reactants are Br[C:2]1[O:6][C:5]([C:7]2[CH:8]=[C:9]([CH:12]=[CH:13][CH:14]=2)[C:10]#[N:11])=[CH:4][CH:3]=1.C([Sn](CCCC)(CCCC)[C:20]1[CH:25]=[CH:24][CH:23]=[CH:22][N:21]=1)CCC. The catalyst is C1(C)C=CC=CC=1.C1C=CC([P]([Pd]([P](C2C=CC=CC=2)(C2C=CC=CC=2)C2C=CC=CC=2)([P](C2C=CC=CC=2)(C2C=CC=CC=2)C2C=CC=CC=2)[P](C2C=CC=CC=2)(C2C=CC=CC=2)C2C=CC=CC=2)(C2C=CC=CC=2)C2C=CC=CC=2)=CC=1.[CH2-]C1C=CC=CC=1.C1C=CC(P(C2C=CC=CC=2)C2C=CC=CC=2)=CC=1.C1C=CC(P(C2C=CC=CC=2)C2C=CC=CC=2)=CC=1.[Cl-].[Pd+2]. The product is [N:21]1[CH:22]=[CH:23][CH:24]=[CH:25][C:20]=1[C:2]1[O:6][C:5]([C:7]2[CH:8]=[C:9]([CH:12]=[CH:13][CH:14]=2)[C:10]#[N:11])=[CH:4][CH:3]=1. The yield is 0.380. (2) The reactants are [NH:1]1[C:9]2[C:4](=[CH:5][CH:6]=[CH:7][CH:8]=2)[CH:3]=[CH:2]1.[C:21]([O:20][C:18](O[C:18]([O:20][C:21]([CH3:24])(C)C)=[O:19])=[O:19])(C)(C)[CH3:24].O1CC[CH2:27][CH2:26]1. The catalyst is CN(C)C1C=CN=CC=1. The product is [CH2:21]([O:20][C:18]([N:1]1[C:9]2[C:4](=[CH:5][CH:6]=[CH:7][CH:8]=2)[CH:3]=[CH:2]1)=[O:19])[CH2:24][CH2:26][CH3:27]. The yield is 0.970. (3) The reactants are [CH:1]([CH:4]1[N:9]([C:10]2[N:15]=[C:14]([C:16]([F:19])([F:18])[F:17])[C:13]([C:20](O)=[O:21])=[CH:12][N:11]=2)[CH2:8][CH2:7][N:6]2[C:23]3[CH:29]=[C:28]([S:30]([CH3:33])(=[O:32])=[O:31])[CH:27]=[CH:26][C:24]=3[N:25]=[C:5]12)([CH3:3])[CH3:2].C[N:35](C(ON1N=NC2C=CC=NC1=2)=[N+](C)C)C.F[P-](F)(F)(F)(F)F.CCN(CC)CC. The catalyst is CN(C=O)C.O. The product is [CH:1]([CH:4]1[N:9]([C:10]2[N:15]=[C:14]([C:16]([F:17])([F:19])[F:18])[C:13]([C:20]([NH2:35])=[O:21])=[CH:12][N:11]=2)[CH2:8][CH2:7][N:6]2[C:23]3[CH:29]=[C:28]([S:30]([CH3:33])(=[O:32])=[O:31])[CH:27]=[CH:26][C:24]=3[N:25]=[C:5]12)([CH3:2])[CH3:3]. The yield is 0.270. (4) The reactants are C([N:8]1[CH2:13][CH2:12][C@@H:11]([F:14])[C@H:10]([NH:15][C:16](=[O:22])[O:17][C:18]([CH3:21])([CH3:20])[CH3:19])[CH2:9]1)C1C=CC=CC=1.[H][H]. The catalyst is CO.[Pd]. The product is [F:14][C@@H:11]1[CH2:12][CH2:13][NH:8][CH2:9][C@H:10]1[NH:15][C:16](=[O:22])[O:17][C:18]([CH3:20])([CH3:19])[CH3:21]. The yield is 0.960. (5) The reactants are [N:1]1([C:6]2[CH:11]=[CH:10][C:9](/[CH:12]=[CH:13]/[C:14]([C:16]3[CH:21]=[C:20]([Cl:22])[CH:19]=[C:18]([Cl:23])[CH:17]=3)=[O:15])=[CH:8][CH:7]=2)[CH:5]=[N:4][CH:3]=[N:2]1.[F:24][C:25]([Si](C)(C)C)([F:27])[F:26].[F-].C([N+](CCCC)(CCCC)CCCC)CCC.Cl. The catalyst is C1COCC1. The product is [N:1]1([C:6]2[CH:11]=[CH:10][C:9](/[CH:12]=[CH:13]/[C:14]([C:16]3[CH:17]=[C:18]([Cl:23])[CH:19]=[C:20]([Cl:22])[CH:21]=3)([OH:15])[C:25]([F:27])([F:26])[F:24])=[CH:8][CH:7]=2)[CH:5]=[N:4][CH:3]=[N:2]1. The yield is 0.250. (6) The reactants are [CH3:1][N:2]1[C:6]([C:7]2[CH:12]=[CH:11][N:10]=[CH:9][CH:8]=2)=[C:5]([CH:13]=[O:14])[C:4](=[O:15])[N:3]1[C:16]1[CH:21]=[CH:20][CH:19]=[CH:18][CH:17]=1.CC(=CC)C.Cl([O-])=[O:28].[Na+].OP([O-])(O)=O.[K+]. The catalyst is CC(O)(C)C.O. The product is [CH3:1][N:2]1[C:6]([C:7]2[CH:8]=[CH:9][N:10]=[CH:11][CH:12]=2)=[C:5]([C:13]([OH:28])=[O:14])[C:4](=[O:15])[N:3]1[C:16]1[CH:21]=[CH:20][CH:19]=[CH:18][CH:17]=1. The yield is 0.520.